This data is from Full USPTO retrosynthesis dataset with 1.9M reactions from patents (1976-2016). The task is: Predict the reactants needed to synthesize the given product. (1) The reactants are: [Cl:1][C:2]1[CH:3]=[CH:4][C:5]([NH:8][C:9]([CH2:11][N:12]2[C:16]3[CH:17]=[CH:18][CH:19]=[C:20]([C:21]([OH:23])=O)[C:15]=3[N:14]=[C:13]2[C:24](=[O:35])[NH:25][CH:26]2[CH2:31][CH2:30][N:29]([CH:32]([CH3:34])[CH3:33])[CH2:28][CH2:27]2)=[O:10])=[N:6][CH:7]=1.[NH:36]1[CH2:41][CH2:40][O:39][CH2:38][CH2:37]1. Given the product [CH:32]([N:29]1[CH2:30][CH2:31][CH:26]([NH:25][C:24]([C:13]2[N:12]([CH2:11][C:9](=[O:10])[NH:8][C:5]3[CH:4]=[CH:3][C:2]([Cl:1])=[CH:7][N:6]=3)[C:16]3[CH:17]=[CH:18][CH:19]=[C:20]([C:21]([N:36]4[CH2:41][CH2:40][O:39][CH2:38][CH2:37]4)=[O:23])[C:15]=3[N:14]=2)=[O:35])[CH2:27][CH2:28]1)([CH3:34])[CH3:33], predict the reactants needed to synthesize it. (2) Given the product [F:1][C:2]1[CH:3]=[C:4]([NH:9][C:10]2[C:15]([F:16])=[CH:14][N:13]=[C:12]([NH:17][C:18]3[CH:19]=[CH:20][C:21]4[O:25][CH:24]([C:26]([NH:37][CH3:34])=[O:28])[CH2:23][C:22]=4[CH:30]=3)[N:11]=2)[CH:5]=[CH:6][C:7]=1[F:8], predict the reactants needed to synthesize it. The reactants are: [F:1][C:2]1[CH:3]=[C:4]([NH:9][C:10]2[C:15]([F:16])=[CH:14][N:13]=[C:12]([NH:17][C:18]3[CH:19]=[CH:20][C:21]4[O:25][CH:24]([C:26]([O:28]C)=O)[CH2:23][C:22]=4[CH:30]=3)[N:11]=2)[CH:5]=[CH:6][C:7]=1[F:8].Cl.CN.[CH:34]([N:37](C(C)C)CC)(C)C.